Task: Predict the reactants needed to synthesize the given product.. Dataset: Full USPTO retrosynthesis dataset with 1.9M reactions from patents (1976-2016) (1) The reactants are: [F:1][C:2]1[CH:3]=[C:4]2[N:10]([CH3:11])[N:9]=[C:8]([C:12]3[CH:17]=[CH:16][C:15]([OH:18])=[CH:14][CH:13]=3)[C:5]2=[N:6][CH:7]=1.[H-].[Na+].[CH3:21][N:22]1[C:26]2=[N:27][CH:28]=[CH:29][CH:30]=[C:25]2[N:24]=[C:23]1S(C)(=O)=O.O. Given the product [F:1][C:2]1[CH:3]=[C:4]2[N:10]([CH3:11])[N:9]=[C:8]([C:12]3[CH:17]=[CH:16][C:15]([O:18][C:23]4[N:22]([CH3:21])[C:26]5=[N:27][CH:28]=[CH:29][CH:30]=[C:25]5[N:24]=4)=[CH:14][CH:13]=3)[C:5]2=[N:6][CH:7]=1, predict the reactants needed to synthesize it. (2) Given the product [OH:19][CH2:20][CH2:21][O:22][C:23]1[CH:28]=[C:27]([CH3:29])[C:26]([C:30]2[CH:35]=[CH:34][CH:33]=[C:32]([CH2:36][NH:1][C:2]3[CH:15]=[CH:14][C:5]([CH2:6][N:7]4[C:11](=[O:12])[N-:10][C:9](=[O:13])[O:8]4)=[CH:4][CH:3]=3)[CH:31]=2)=[C:25]([CH3:38])[CH:24]=1.[Na+:56], predict the reactants needed to synthesize it. The reactants are: [NH2:1][C:2]1[CH:15]=[CH:14][C:5]([CH2:6][N:7]2[C:11](=[O:12])[NH:10][C:9](=[O:13])[O:8]2)=[CH:4][CH:3]=1.C([O:19][CH2:20][CH2:21][O:22][C:23]1[CH:28]=[C:27]([CH3:29])[C:26]([C:30]2[CH:35]=[CH:34][CH:33]=[C:32]([CH:36]=O)[CH:31]=2)=[C:25]([CH3:38])[CH:24]=1)(=O)C.C(O)(=O)C.C(O[BH-](OC(=O)C)OC(=O)C)(=O)C.[Na+:56].